From a dataset of Catalyst prediction with 721,799 reactions and 888 catalyst types from USPTO. Predict which catalyst facilitates the given reaction. (1) Reactant: [F:1][C:2]1[CH:7]=[CH:6][C:5]([N:8]2[C:16]3[C:11](=[CH:12][C:13]([CH:17]([OH:26])[C:18]4[CH:25]=[CH:24][C:21]([C:22]#N)=[CH:20][CH:19]=4)=[CH:14][CH:15]=3)[CH:10]=[N:9]2)=[CH:4][CH:3]=1.CS(C)=[O:29].[OH-:31].[Na+]. Product: [F:1][C:2]1[CH:7]=[CH:6][C:5]([N:8]2[C:16]3[C:11](=[CH:12][C:13]([CH:17]([OH:26])[C:18]4[CH:25]=[CH:24][C:21]([C:22]([OH:29])=[O:31])=[CH:20][CH:19]=4)=[CH:14][CH:15]=3)[CH:10]=[N:9]2)=[CH:4][CH:3]=1. The catalyst class is: 5. (2) Reactant: Cl.[F:2][C:3]1[CH:8]=[C:7]([S:9]([CH3:12])(=[O:11])=[O:10])[CH:6]=[CH:5][C:4]=1[NH:13][C:14]1[C:15]2[O:22][CH:21]=[C:20]([CH:23]3[CH2:28][CH2:27][NH:26][CH2:25][CH2:24]3)[C:16]=2[N:17]=[CH:18][N:19]=1.Cl[C:30]([O:32][CH2:33][C:34]1[CH:39]=[CH:38][CH:37]=[CH:36][CH:35]=1)=[O:31].O. Product: [F:2][C:3]1[CH:8]=[C:7]([S:9]([CH3:12])(=[O:10])=[O:11])[CH:6]=[CH:5][C:4]=1[NH:13][C:14]1[C:15]2[O:22][CH:21]=[C:20]([CH:23]3[CH2:28][CH2:27][N:26]([C:30]([O:32][CH2:33][C:34]4[CH:39]=[CH:38][CH:37]=[CH:36][CH:35]=4)=[O:31])[CH2:25][CH2:24]3)[C:16]=2[N:17]=[CH:18][N:19]=1. The catalyst class is: 298. (3) Reactant: Br[C:2]1[CH:7]=[CH:6][C:5]([C:8]2[C:12]3[CH2:13][C:14]4[S:15][CH:16]=[CH:17][C:18]=4[C:11]=3[N:10]([CH2:19][O:20][CH2:21][CH2:22][Si:23]([CH3:26])([CH3:25])[CH3:24])[N:9]=2)=[CH:4][CH:3]=1.[F:27][C:28]1[CH:29]=[C:30]([NH2:34])[CH:31]=[CH:32][CH:33]=1.C([O-])([O-])=O.[Cs+].[Cs+].CC1(C)C2C(=C(P(C3C=CC=CC=3)C3C=CC=CC=3)C=CC=2)OC2C(P(C3C=CC=CC=3)C3C=CC=CC=3)=CC=CC1=2. Product: [F:27][C:28]1[CH:29]=[C:30]([NH:34][C:2]2[CH:7]=[CH:6][C:5]([C:8]3[C:12]4[CH2:13][C:14]5[S:15][CH:16]=[CH:17][C:18]=5[C:11]=4[N:10]([CH2:19][O:20][CH2:21][CH2:22][Si:23]([CH3:26])([CH3:25])[CH3:24])[N:9]=3)=[CH:4][CH:3]=2)[CH:31]=[CH:32][CH:33]=1. The catalyst class is: 231. (4) Reactant: [Cl-].O[NH3+:3].[C:4](=[O:7])([O-])[OH:5].[Na+].CS(C)=O.[O:13]=[C:14]1[C:19]([CH2:20][C:21]2[CH:26]=[CH:25][C:24]([C:27]3[C:28]([C:33]#[N:34])=[CH:29][CH:30]=[CH:31][CH:32]=3)=[CH:23][CH:22]=2)=[C:18]([CH2:35][CH2:36][CH3:37])[N:17]2[N:38]=[CH:39][N:40]=[C:16]2[N:15]1[CH:41]1[CH2:46][CH2:45][O:44][CH2:43][CH2:42]1. Product: [O:7]=[C:4]1[O:5][N:3]=[C:33]([C:28]2[CH:29]=[CH:30][CH:31]=[CH:32][C:27]=2[C:24]2[CH:23]=[CH:22][C:21]([CH2:20][C:19]3[C:14](=[O:13])[N:15]([CH:41]4[CH2:42][CH2:43][O:44][CH2:45][CH2:46]4)[C:16]4[N:17]([N:38]=[CH:39][N:40]=4)[C:18]=3[CH2:35][CH2:36][CH3:37])=[CH:26][CH:25]=2)[NH:34]1. The catalyst class is: 13. (5) Reactant: C(N(C(C)C)C(C)C)C.C([Li])CCC.CCCCCC.[CH3:21][C:22]1[CH:27]=[C:26]([CH3:28])[CH:25]=[C:24]([CH3:29])[C:23]=1[C:30]1[C:31](=[O:37])[CH2:32][CH2:33][C:34]=1[O:35][CH3:36].[O:38]1[CH2:43][CH2:42][CH:41]([CH:44]=[O:45])[CH2:40][CH2:39]1. Product: [OH:45][CH:44]([CH:41]1[CH2:42][CH2:43][O:38][CH2:39][CH2:40]1)[CH:32]1[C:31](=[O:37])[C:30]([C:23]2[C:24]([CH3:29])=[CH:25][C:26]([CH3:28])=[CH:27][C:22]=2[CH3:21])=[C:34]([O:35][CH3:36])[CH2:33]1. The catalyst class is: 1.